Dataset: Reaction yield outcomes from USPTO patents with 853,638 reactions. Task: Predict the reaction yield, written as a fraction of the theoretical maximum amount of product (1.0 means a 100% yield; for example, 0.34 means a 34% yield). (1) The reactants are [F:1][C:2]1[CH:7]=[CH:6][C:5]([CH2:8][NH:9][C@H:10]2[CH:19]3[CH:14]4[CH:15]5[CH:18]3[CH:17]3[CH:12]([CH:13]4[CH:16]53)[C@H:11]2[C:20](OC)=[O:21])=[CH:4][CH:3]=1.[CH3:24][S:25]([NH:28][C:29]1[CH:44]=[CH:43][C:32]2[NH:33][C:34]([CH2:39][C:40](O)=[O:41])=[N:35][S:36](=[O:38])(=[O:37])[C:31]=2[CH:30]=1)(=[O:27])=[O:26].Cl.CN(C)CCCN=C=NCC.C(N(CC)CC)C. The catalyst is CN(C)C=O.C(OCC)(=O)C. The product is [F:1][C:2]1[CH:7]=[CH:6][C:5]([CH2:8][N:9]2[C:40](=[O:41])[C:39]([C:34]3[NH:33][C:32]4[CH:43]=[CH:44][C:29]([NH:28][S:25]([CH3:24])(=[O:27])=[O:26])=[CH:30][C:31]=4[S:36](=[O:38])(=[O:37])[N:35]=3)=[C:20]([OH:21])[C@H:11]3[C@@H:10]2[CH:19]2[CH:18]4[CH:17]5[CH:12]3[CH:13]3[CH:14]2[CH:15]4[CH:16]53)=[CH:4][CH:3]=1. The yield is 0.120. (2) The reactants are [OH:1]S(O)(=O)=O.[Br:6][C:7]1[CH:15]=[CH:14][C:13]2[N:12]3CCCN=[C:11]3[C:10]3([O:24][CH2:23][CH2:22][CH2:21][O:20]3)[C:9]=2[CH:8]=1. No catalyst specified. The product is [Br:6][C:7]1[CH:8]=[C:9]2[C:13](=[CH:14][CH:15]=1)[NH:12][C:11](=[O:1])[C:10]12[O:24][CH2:23][CH2:22][CH2:21][O:20]1. The yield is 1.00.